Dataset: Full USPTO retrosynthesis dataset with 1.9M reactions from patents (1976-2016). Task: Predict the reactants needed to synthesize the given product. (1) Given the product [CH3:22][C:15]([C:13]([Cl:7])=[CH2:12])([CH3:23])[C:16]1[CH:21]=[CH:20][CH:19]=[CH:18][CH:17]=1, predict the reactants needed to synthesize it. The reactants are: O=P(Cl)(Cl)Cl.P(Cl)(Cl)(Cl)(Cl)[Cl:7].[CH3:12][C:13]([C:15]([CH3:23])([CH3:22])[C:16]1[CH:21]=[CH:20][CH:19]=[CH:18][CH:17]=1)=O.[OH-].[NH4+]. (2) The reactants are: [Br:1][C:2]1[CH:3]=[C:4](I)[C:5]([O:8][CH:9]2[CH2:14][CH2:13][O:12][CH2:11][CH2:10]2)=[N:6][CH:7]=1.[CH:16]12[NH:23][CH:20]([CH2:21][CH2:22]1)[CH2:19][O:18][CH2:17]2.CC([O-])(C)C.[Na+].CC1(C)C2C(=C(P(C3C=CC=CC=3)C3C=CC=CC=3)C=CC=2)OC2C(P(C3C=CC=CC=3)C3C=CC=CC=3)=CC=CC1=2. Given the product [Br:1][C:2]1[CH:3]=[C:4]([N:23]2[CH:16]3[CH2:22][CH2:21][CH:20]2[CH2:19][O:18][CH2:17]3)[C:5]([O:8][CH:9]2[CH2:14][CH2:13][O:12][CH2:11][CH2:10]2)=[N:6][CH:7]=1, predict the reactants needed to synthesize it. (3) The reactants are: C(=C1C2C(C)(C)[C:10](CS(O)(=O)=O)(CC2)[C:9]1=[O:22])C1C=CC=CC=1.C(=C1C2C(C)(C)[C:48](CS(O)(=O)=O)(CC2)[C:47]1=[O:60])C1C=CC(C=C2C3C(C)(C)C(CS(O)(=O)=O)(CC3)C2=O)=CC=1.C1([C:67]2[C:75]3N[C:73](S(O)(=O)=O)=[N:72][C:71]=3[CH:70]=[CH:69][CH:68]=2)C=CC=CC=1.[CH3:80][O:81]C1C=C(O)C(C(C2C=CC=CC=2)=O)=CC=1S(O)(=O)=O.[CH3:101][O:102]C1C=C(O)C(C(C2C=CC=CC=2)=O)=CC=1S([O-])(=O)=O.[Na+]. Given the product [CH3:48][CH2:47][O:60][C:80]([C:68]1[CH:67]=[CH:75][C:71]([N:72]([CH2:73][CH2:101][OH:102])[CH2:10][CH2:9][OH:22])=[CH:70][CH:69]=1)=[O:81], predict the reactants needed to synthesize it.